From a dataset of Reaction yield outcomes from USPTO patents with 853,638 reactions. Predict the reaction yield, written as a fraction of the theoretical maximum amount of product (1.0 means a 100% yield; for example, 0.34 means a 34% yield). The reactants are [Cl:1][C:2]1[N:9]=[CH:8][C:7]([C:10]2[CH:15]=[CH:14][CH:13]=[CH:12][CH:11]=2)=[CH:6][C:3]=1[CH:4]=[O:5].N1C=CN=C1.[C:21]1(=[O:26])[CH2:25][CH2:24][CH:23]=[CH:22]1. The catalyst is CO.O. The product is [Cl:1][C:2]1[C:3]([CH:4]([OH:5])[C:22]2[C:21](=[O:26])[CH2:25][CH2:24][CH:23]=2)=[CH:6][C:7]([C:10]2[CH:11]=[CH:12][CH:13]=[CH:14][CH:15]=2)=[CH:8][N:9]=1. The yield is 0.950.